From a dataset of NCI-60 drug combinations with 297,098 pairs across 59 cell lines. Regression. Given two drug SMILES strings and cell line genomic features, predict the synergy score measuring deviation from expected non-interaction effect. (1) Drug 1: C1CC(=O)NC(=O)C1N2CC3=C(C2=O)C=CC=C3N. Drug 2: CC12CCC3C(C1CCC2O)C(CC4=C3C=CC(=C4)O)CCCCCCCCCS(=O)CCCC(C(F)(F)F)(F)F. Cell line: U251. Synergy scores: CSS=6.14, Synergy_ZIP=-3.69, Synergy_Bliss=-1.02, Synergy_Loewe=0.213, Synergy_HSA=0.482. (2) Drug 1: COC1=C(C=C2C(=C1)N=CN=C2NC3=CC(=C(C=C3)F)Cl)OCCCN4CCOCC4. Drug 2: COCCOC1=C(C=C2C(=C1)C(=NC=N2)NC3=CC=CC(=C3)C#C)OCCOC.Cl. Cell line: OVCAR-4. Synergy scores: CSS=16.4, Synergy_ZIP=-2.29, Synergy_Bliss=-0.0551, Synergy_Loewe=0.815, Synergy_HSA=1.44. (3) Drug 1: CCC(=C(C1=CC=CC=C1)C2=CC=C(C=C2)OCCN(C)C)C3=CC=CC=C3.C(C(=O)O)C(CC(=O)O)(C(=O)O)O. Drug 2: CCN(CC)CCNC(=O)C1=C(NC(=C1C)C=C2C3=C(C=CC(=C3)F)NC2=O)C. Cell line: HCT116. Synergy scores: CSS=-3.02, Synergy_ZIP=2.81, Synergy_Bliss=2.50, Synergy_Loewe=-0.349, Synergy_HSA=-0.640.